Task: Predict the product of the given reaction.. Dataset: Forward reaction prediction with 1.9M reactions from USPTO patents (1976-2016) (1) Given the reactants I[C:2]1[C:3]([CH3:25])=[CH:4][CH:5]=[C:6]2[C:11]=1[N:10]=[C:9]([CH3:12])[N:8]=[C:7]2[NH:13][C:14]1[CH:19]=[CH:18][CH:17]=[C:16]([O:20][C:21]([F:24])([F:23])[F:22])[CH:15]=1.[CH3:26][NH:27][C:28]1[N:37]=[CH:36][C:35]2[C:30](=[CH:31][CH:32]=[C:33](B3OC(C)(C)C(C)(C)O3)[CH:34]=2)[N:29]=1.C(=O)([O-])[O-].[Na+].[Na+], predict the reaction product. The product is: [CH3:12][C:9]1[N:8]=[C:7]([NH:13][C:14]2[CH:19]=[CH:18][CH:17]=[C:16]([O:20][C:21]([F:24])([F:23])[F:22])[CH:15]=2)[C:6]2[C:11](=[C:2]([C:33]3[CH:34]=[C:35]4[C:30](=[CH:31][CH:32]=3)[N:29]=[C:28]([NH:27][CH3:26])[N:37]=[CH:36]4)[C:3]([CH3:25])=[CH:4][CH:5]=2)[N:10]=1. (2) Given the reactants [NH2:1][C:2]1[CH:9]=[CH:8][C:5]([C:6]#[N:7])=[CH:4][CH:3]=1.Cl[C:11]1[N:16]=[C:15]([NH2:17])[CH:14]=[C:13]([Cl:18])[N:12]=1, predict the reaction product. The product is: [NH2:17][C:15]1[CH:14]=[C:13]([Cl:18])[N:12]=[C:11]([NH:1][C:2]2[CH:9]=[CH:8][C:5]([C:6]#[N:7])=[CH:4][CH:3]=2)[N:16]=1.